From a dataset of Forward reaction prediction with 1.9M reactions from USPTO patents (1976-2016). Predict the product of the given reaction. (1) Given the reactants [Cl:1][C:2]1[CH:30]=[C:29]([C:31]#[N:32])[CH:28]=[C:27]([F:33])[C:3]=1[C:4]([N:6](C(=O)C1C(F)=CC(C#N)=CC=1Cl)[C:7]1[CH:12]=[CH:11][N:10]=[C:9]([Cl:13])[C:8]=1[F:14])=[O:5].[OH-].[Na+], predict the reaction product. The product is: [Cl:1][C:2]1[CH:30]=[C:29]([C:31]#[N:32])[CH:28]=[C:27]([F:33])[C:3]=1[C:4]([NH:6][C:7]1[CH:12]=[CH:11][N:10]=[C:9]([Cl:13])[C:8]=1[F:14])=[O:5]. (2) Given the reactants [CH3:1][O:2][C:3]1[CH:11]=[CH:10][C:9]2[N:8]3[CH2:12][CH2:13][NH:14][CH2:15][C:7]3=[CH:6][C:5]=2[CH:4]=1.[Na+].[I-].C([O-])([O-])=O.[K+].[K+].Cl[CH2:25][C:26]([N:28]1[CH2:33][CH2:32][N:31]([CH:34]2[CH2:37][CH2:36][CH2:35]2)[CH2:30][CH2:29]1)=[O:27], predict the reaction product. The product is: [CH:34]1([N:31]2[CH2:32][CH2:33][N:28]([C:26](=[O:27])[CH2:25][N:14]3[CH2:13][CH2:12][N:8]4[C:9]5[CH:10]=[CH:11][C:3]([O:2][CH3:1])=[CH:4][C:5]=5[CH:6]=[C:7]4[CH2:15]3)[CH2:29][CH2:30]2)[CH2:37][CH2:36][CH2:35]1. (3) Given the reactants [C:1]([NH:4][C:5]1[N:9]([C:10]2[CH:15]=[C:14]([SH:16])[C:13]([CH3:17])=[CH:12][C:11]=2[F:18])[N:8]=[C:7]([O:19][CH2:20][C:21]([F:27])([F:26])[C:22]([F:25])([F:24])[F:23])[CH:6]=1)(=[O:3])[CH3:2].C(=O)([O-])[O-].[Na+].[Na+].FC(F)(F)C(F)(F)C(F)(F)C(F)(F)S(O[CH2:43][C:44]([Cl:47])([F:46])[F:45])(=O)=O, predict the reaction product. The product is: [C:1]([NH:4][C:5]1[N:9]([C:10]2[CH:15]=[C:14]([S:16][CH2:43][C:44]([Cl:47])([F:46])[F:45])[C:13]([CH3:17])=[CH:12][C:11]=2[F:18])[N:8]=[C:7]([O:19][CH2:20][C:21]([F:27])([F:26])[C:22]([F:25])([F:24])[F:23])[CH:6]=1)(=[O:3])[CH3:2]. (4) Given the reactants [N+:1]([C:4]1[CH:12]=[CH:11][C:7]([C:8]([OH:10])=O)=[C:6]([C:13]([F:16])([F:15])[F:14])[CH:5]=1)([O-])=O.[CH3:17][C:18]1[CH:23]=[C:22]([CH3:24])[CH:21]=[CH:20][C:19]=1[N:25]1[CH2:30][CH2:29][NH:28][CH2:27][CH2:26]1, predict the reaction product. The product is: [NH2:1][C:4]1[CH:12]=[CH:11][C:7]([C:8]([N:28]2[CH2:29][CH2:30][N:25]([C:19]3[CH:20]=[CH:21][C:22]([CH3:24])=[CH:23][C:18]=3[CH3:17])[CH2:26][CH2:27]2)=[O:10])=[C:6]([C:13]([F:16])([F:15])[F:14])[CH:5]=1. (5) The product is: [CH3:1][O:2][C:3]1[CH:4]=[C:5]([CH:32]=[CH:33][C:34]=1[O:35][CH3:36])[CH2:6][CH:7]1[C:13]2[CH:14]=[C:15]([O:20][CH3:21])[C:16]([O:18][CH3:19])=[CH:17][C:12]=2[CH2:11][CH2:10][CH2:9][N:8]1[CH:22]([C:26]1[CH:27]=[CH:28][CH:29]=[CH:30][CH:31]=1)[C:23]([NH:45][CH2:44][C:39]1[CH:40]=[N:41][CH:42]=[CH:43][N:38]=1)=[O:25]. Given the reactants [CH3:1][O:2][C:3]1[CH:4]=[C:5]([CH:32]=[CH:33][C:34]=1[O:35][CH3:36])[CH2:6][CH:7]1[C:13]2[CH:14]=[C:15]([O:20][CH3:21])[C:16]([O:18][CH3:19])=[CH:17][C:12]=2[CH2:11][CH2:10][CH2:9][N:8]1[CH:22]([C:26]1[CH:31]=[CH:30][CH:29]=[CH:28][CH:27]=1)[C:23]([OH:25])=O.Cl.[N:38]1[CH:43]=[CH:42][N:41]=[CH:40][C:39]=1[CH2:44][NH2:45], predict the reaction product.